Task: Regression. Given a peptide amino acid sequence and an MHC pseudo amino acid sequence, predict their binding affinity value. This is MHC class II binding data.. Dataset: Peptide-MHC class II binding affinity with 134,281 pairs from IEDB (1) The peptide sequence is PAAPANPGLIIG. The MHC is DRB3_0101 with pseudo-sequence DRB3_0101. The binding affinity (normalized) is 0. (2) The peptide sequence is NQTFLIDGPETAECP. The MHC is DRB1_0401 with pseudo-sequence DRB1_0401. The binding affinity (normalized) is 0.571. (3) The peptide sequence is MVGTILEMLGTRLDQ. The MHC is DRB1_0802 with pseudo-sequence DRB1_0802. The binding affinity (normalized) is 0.253. (4) The peptide sequence is PTSENNAHHVCWLEA. The MHC is DRB1_1301 with pseudo-sequence DRB1_1301. The binding affinity (normalized) is 0.195. (5) The peptide sequence is GELQTVDKIDAAFKI. The MHC is DRB1_1101 with pseudo-sequence DRB1_1101. The binding affinity (normalized) is 0.358. (6) The peptide sequence is GATRERSLWIIFSKN. The MHC is HLA-DQA10301-DQB10302 with pseudo-sequence HLA-DQA10301-DQB10302. The binding affinity (normalized) is 0.0921. (7) The peptide sequence is SVRFSWLSLLVPFVQWF. The MHC is HLA-DQA10101-DQB10501 with pseudo-sequence HLA-DQA10101-DQB10501. The binding affinity (normalized) is 0.504. (8) The peptide sequence is YLGFVQDAATYAVTT. The MHC is DRB1_0802 with pseudo-sequence DRB1_0802. The binding affinity (normalized) is 0.520.